Dataset: Full USPTO retrosynthesis dataset with 1.9M reactions from patents (1976-2016). Task: Predict the reactants needed to synthesize the given product. Given the product [Br:1][C:2]1[CH:7]=[CH:6][C:5]([S:8]([NH:25][CH:17]2[CH2:16][CH2:15][CH:14]3[CH2:19][CH:18]2[C:13]3([CH3:22])[CH3:12])(=[O:10])=[O:9])=[CH:4][CH:3]=1, predict the reactants needed to synthesize it. The reactants are: [Br:1][C:2]1[CH:7]=[CH:6][C:5]([S:8](Cl)(=[O:10])=[O:9])=[CH:4][CH:3]=1.[CH3:12][C:13]1([CH3:22])[C@H:18]2[CH2:19][C@@H:14]1[CH2:15][CH2:16][C@H:17]2CN.CC[N:25](CC)CC.